From a dataset of CYP3A4 inhibition data for predicting drug metabolism from PubChem BioAssay. Regression/Classification. Given a drug SMILES string, predict its absorption, distribution, metabolism, or excretion properties. Task type varies by dataset: regression for continuous measurements (e.g., permeability, clearance, half-life) or binary classification for categorical outcomes (e.g., BBB penetration, CYP inhibition). Dataset: cyp3a4_veith. (1) The molecule is c1ccc2c(CC3NCCN3)cccc2c1. The result is 0 (non-inhibitor). (2) The molecule is OC[C@@H]1O[C@@H](n2cnc3c(Nc4ccccc4)ncnc32)[C@@H](O)[C@H]1O. The result is 0 (non-inhibitor). (3) The drug is Cc1ccc(N(C(=O)Cn2nnc(-c3ccc(F)cc3)n2)C(CC(C)C)C(=O)NCC2CCCO2)cc1. The result is 1 (inhibitor). (4) The molecule is Cc1cnc(CNc2ccnc(-c3cccc(C#N)c3)n2)cn1. The result is 1 (inhibitor). (5) The compound is CCC(CC)C(=O)Nc1cccc(/C(C)=N\NC(=O)c2ccc(C)s2)c1. The result is 1 (inhibitor).